This data is from Experimentally validated miRNA-target interactions with 360,000+ pairs, plus equal number of negative samples. The task is: Binary Classification. Given a miRNA mature sequence and a target amino acid sequence, predict their likelihood of interaction. (1) The protein sequence of the target gene is MTEYKLVVVGAGGVGKSALTIQLIQNHFVDEYDPTIEDSYRKQVVIDGETCLLDILDTAGQEEYSAMRDQYMRTGEGFLCVFAINNTKSFEDIHHYREQIKRVKDSEDVPMVLVGNKCDLPSRTVDTKQAQELARSYGIPFIETSAKTRQRVEDAFYTLVREIRQYRLKKISKEEKTPGCVKIKKCVIM. Result: 0 (no interaction). The miRNA is hsa-miR-4796-3p with sequence UAAAGUGGCAGAGUAUAGACAC. (2) The protein sequence of the target gene is MTDPMMDFFDDANLFGETLEGLSDDTFVQPGPVSLVDELNLGAEFEPLHIDSLNHVQGTPTHQKMADFEQLSQFDSMKFHPVNQSFGSPVEHVLSPHSQFNCSPIHPPNQPNGLFQDVADGSPMWGHQTATGLANQNGSPFHQPGHSHSLHQNKSFVAHPDFALFQASEHQTQCSSLHSQQSRSNLNPGQNSLGQAKNFLDANVSGAHRVNVNHLATAPSSQQTLPVQFSPTANPPAHFLKCSSHQEGNYNRPSPSMTSCSVSNSQQFPSHYSFSSGHVSPSSLLQSSAGLAPGHTNQAL.... The miRNA is hsa-miR-3684 with sequence UUAGACCUAGUACACGUCCUU. Result: 0 (no interaction). (3) The miRNA is hsa-miR-1324 with sequence CCAGACAGAAUUCUAUGCACUUUC. Result: 1 (interaction). The protein sequence of the target gene is MKHVLNLYLLGVVLTLLSIFVRVMESLEGLLESPSPGTSWTTRSQLANTEPTKGLPDHPSRSM. (4) The miRNA is hsa-miR-3620-3p with sequence UCACCCUGCAUCCCGCACCCAG. The protein sequence of the target gene is MANSGLQLLGFSMALLGWVGLVACTAIPQWQMSSYAGDNIITAQAMYKGLWMDCVTQSTGMMSCKMYDSVLALSAALQATRALMVVSLVLGFLAMFVATMGMKCTRCGGDDKVKKARIAMGGGIIFIVAGLAALVACSWYGHQIVTDFYNPLIPTNIKYEFGPAIFIGWAGSALVILGGALLSCSCPGNESKAGYRVPRSYPKSNSSKEYV. Result: 1 (interaction). (5) The miRNA is cel-miR-79-3p with sequence AUAAAGCUAGGUUACCAAAGCU. The protein sequence of the target gene is MSRSLDSARSFLERLEARGGREGAVLAGEFSDIQACSAAWKADGVCSTVAGSRPENVRKNRYKDVLPYDQTRVILSLLQEEGHSDYINGNFIRGVDGSLAYIATQGPLPHTLLDFWRLVWEFGVKVILMACREIENGRKRCERYWAQEQEPLQTGLFCITLIKEKWLNEDIMLRTLKVTFQKESRSVYQLQYMSWPDRGVPSSPDHMLAMVEEARRLQGSGPEPLCVHCSAGCGRTGVLCTVDYVRQLLLTQMIPPDFSLFDVVLKMRKQRPAAVQTEEQYRFLYHTVAQMFCSTLQNAS.... Result: 0 (no interaction).